This data is from Full USPTO retrosynthesis dataset with 1.9M reactions from patents (1976-2016). The task is: Predict the reactants needed to synthesize the given product. (1) Given the product [CH3:1][O:2][C:3]1[CH:4]=[C:5]([CH:6]=[CH:7][C:8]=1[O:9][CH2:10][C:11]1[N:12]=[C:13]([N:17]2[CH2:18][CH2:19][CH2:20][CH2:21][CH2:22]2)[S:14][C:15]=1[CH3:16])[CH2:23][O:24][C:26]1[C:30]([CH:31]=[O:32])=[CH:29][N:28]([C:33]2[CH:34]=[CH:35][CH:36]=[CH:37][CH:38]=2)[N:27]=1, predict the reactants needed to synthesize it. The reactants are: [CH3:1][O:2][C:3]1[CH:4]=[C:5]([CH2:23][OH:24])[CH:6]=[CH:7][C:8]=1[O:9][CH2:10][C:11]1[N:12]=[C:13]([N:17]2[CH2:22][CH2:21][CH2:20][CH2:19][CH2:18]2)[S:14][C:15]=1[CH3:16].O[C:26]1[C:30]([CH:31]=[O:32])=[CH:29][N:28]([C:33]2[CH:38]=[CH:37][CH:36]=[CH:35][CH:34]=2)[N:27]=1.C(P(CCCC)CCCC)CCC.N(C(N1CCCCC1)=O)=NC(N1CCCCC1)=O. (2) Given the product [CH2:25]([O:27][C:28](=[O:48])[CH2:29][S:30][C:31]1[CH:36]=[CH:35][C:34]([O:37][CH2:38][CH2:39][C@@H:40]([O:24][C:15]2[C:14]([O:7][C:8]3[CH:9]=[CH:10][CH:11]=[CH:12][CH:13]=3)=[CH:19][C:18]([C:20]([F:23])([F:21])[F:22])=[CH:17][N:16]=2)[CH3:41])=[CH:33][C:32]=1[CH3:47])[CH3:26].[CH3:47][C:32]1[CH:33]=[C:34]([O:37][CH2:38][CH2:39][C@@H:40]([O:42][C:15]2[C:14]([O:7][C:8]3[CH:13]=[CH:12][CH:11]=[CH:10][CH:9]=3)=[CH:19][C:18]([C:20]([F:21])([F:22])[F:23])=[CH:17][N:16]=2)[CH3:41])[CH:35]=[CH:36][C:31]=1[S:30][CH2:29][C:28]([OH:27])=[O:48], predict the reactants needed to synthesize it. The reactants are: C(=O)([O-])[O-].[Cs+].[Cs+].[O:7]([C:14]1[C:15]([OH:24])=[N:16][CH:17]=[C:18]([C:20]([F:23])([F:22])[F:21])[CH:19]=1)[C:8]1[CH:13]=[CH:12][CH:11]=[CH:10][CH:9]=1.[CH2:25]([O:27][C:28](=[O:48])[CH2:29][S:30][C:31]1[CH:36]=[CH:35][C:34]([O:37][CH2:38][CH2:39][C@@H:40]([O:42]S(C)(=O)=O)[CH3:41])=[CH:33][C:32]=1[CH3:47])[CH3:26].C(OC(=O)C)C. (3) The reactants are: Cl.Cl.[NH2:3][C@H:4]1[CH2:10][CH2:9][CH2:8][CH2:7][N:6]([CH2:11][CH2:12][N:13]([CH3:15])[CH3:14])[C:5]1=[O:16].C(=O)([O-])[O-].[Cs+].[Cs+].Br[C:24]1[CH:28]=[C:27]([C:29]#[C:30][C:31]([CH3:34])([CH3:33])[CH3:32])[S:26][C:25]=1[C:35]([O:37][CH3:38])=[O:36].C1C=CC(P(C2C(C3C(P(C4C=CC=CC=4)C4C=CC=CC=4)=CC=C4C=3C=CC=C4)=C3C(C=CC=C3)=CC=2)C2C=CC=CC=2)=CC=1. Given the product [CH3:32][C:31]([CH3:34])([CH3:33])[C:30]#[C:29][C:27]1[S:26][C:25]([C:35]([O:37][CH3:38])=[O:36])=[C:24]([NH:3][C@H:4]2[CH2:10][CH2:9][CH2:8][CH2:7][N:6]([CH2:11][CH2:12][N:13]([CH3:14])[CH3:15])[C:5]2=[O:16])[CH:28]=1, predict the reactants needed to synthesize it. (4) Given the product [F:1][C:2]1[CH:7]=[CH:6][C:5]([C@H:8]([OH:9])[CH2:10][NH:18][CH2:11][C:12]2[CH:17]=[CH:16][CH:15]=[CH:14][CH:13]=2)=[CH:4][CH:3]=1, predict the reactants needed to synthesize it. The reactants are: [F:1][C:2]1[CH:7]=[CH:6][C:5]([C@H:8]2[CH2:10][O:9]2)=[CH:4][CH:3]=1.[CH2:11]([NH2:18])[C:12]1[CH:17]=[CH:16][CH:15]=[CH:14][CH:13]=1.